This data is from Tox21: 12 toxicity assays (nuclear receptors and stress response pathways). The task is: Binary classification across 12 toxicity assays. (1) The drug is CCOP(=S)(OCC)SCSP(=S)(OCC)OCC. It tested positive (active) for: NR-AhR (Aryl hydrocarbon Receptor agonist activity), and NR-ER (Estrogen Receptor agonist activity). (2) The drug is CC1(COc2ccc(CC3SC(=O)NC3=O)cc2)CCCCC1. It tested positive (active) for: NR-Aromatase (Aromatase enzyme inhibition), NR-PPAR-gamma (PPAR-gamma nuclear receptor agonist), and SR-MMP (Mitochondrial Membrane Potential disruption). (3) The drug is CC(C)(C)CC(C)(C)c1ccc(OCCOCC[N+](C)(C)Cc2ccccc2)cc1. It tested positive (active) for: SR-ARE (Antioxidant Response Element (oxidative stress)), and SR-MMP (Mitochondrial Membrane Potential disruption). (4) The compound is Cc1c(C(=O)O)cccc1[N+](=O)[O-]. It tested positive (active) for: SR-HSE (Heat Shock Element response). (5) The compound is O=C1OC2(c3ccccc31)c1cc(I)c(O)c(I)c1Oc1c2cc(I)c(O)c1I. It tested positive (active) for: NR-AhR (Aryl hydrocarbon Receptor agonist activity).